Dataset: Reaction yield outcomes from USPTO patents with 853,638 reactions. Task: Predict the reaction yield, written as a fraction of the theoretical maximum amount of product (1.0 means a 100% yield; for example, 0.34 means a 34% yield). (1) The reactants are Cl[C:2]1[C:3]2[N:10]=[C:9]([C:11]3[CH:16]=[CH:15][C:14]([F:17])=[CH:13][CH:12]=3)[O:8][C:4]=2[N:5]=[CH:6][N:7]=1.[Cl:18][C:19]1[CH:20]=[C:21]([CH:23]=[CH:24][C:25]=1[F:26])[NH2:22]. The catalyst is ClCCCl.CC(O)(C)C. The product is [Cl:18][C:19]1[CH:20]=[C:21]([NH:22][C:2]2[C:3]3[N:10]=[C:9]([C:11]4[CH:16]=[CH:15][C:14]([F:17])=[CH:13][CH:12]=4)[O:8][C:4]=3[N:5]=[CH:6][N:7]=2)[CH:23]=[CH:24][C:25]=1[F:26]. The yield is 0.820. (2) The yield is 0.270. The product is [CH3:32][O:31][C:29]1[CH:28]=[C:27]([CH2:33][CH2:34][C:35]2[CH:36]=[C:37]([NH:40][C:19]([C:16]3[CH:17]=[N:18][C:13]([N:9]4[CH2:10][CH2:11][CH2:12][N:6]([CH3:5])[CH2:7][CH2:8]4)=[N:14][CH:15]=3)=[O:21])[NH:38][N:39]=2)[CH:26]=[C:25]([O:24][CH3:23])[CH:30]=1. The reactants are C[Al](C)C.[CH3:5][N:6]1[CH2:12][CH2:11][CH2:10][N:9]([C:13]2[N:18]=[CH:17][C:16]([C:19]([O:21]C)=O)=[CH:15][N:14]=2)[CH2:8][CH2:7]1.[CH3:23][O:24][C:25]1[CH:26]=[C:27]([CH2:33][CH2:34][C:35]2[CH:36]=[C:37]([NH2:40])[NH:38][N:39]=2)[CH:28]=[C:29]([O:31][CH3:32])[CH:30]=1. The catalyst is C1(C)C=CC=CC=1. (3) The reactants are [Cl:1][C:2]1[CH:3]=[C:4]([NH:9][C:10]2[C:15]3=[C:16]([CH2:19][C:20]4([OH:27])[CH2:25][CH2:24][C:23](=O)[CH2:22][CH2:21]4)[CH:17]=[CH:18][N:14]3[N:13]=[CH:12][N:11]=2)[CH:5]=[CH:6][C:7]=1[F:8].[BH3-]C#[N:30].[Na+]. The catalyst is CO. The product is [NH2:30][CH:23]1[CH2:24][CH2:25][C:20]([CH2:19][C:16]2[CH:17]=[CH:18][N:14]3[C:15]=2[C:10]([NH:9][C:4]2[CH:5]=[CH:6][C:7]([F:8])=[C:2]([Cl:1])[CH:3]=2)=[N:11][CH:12]=[N:13]3)([OH:27])[CH2:21][CH2:22]1. The yield is 0.150. (4) The reactants are [NH2:1][C:2]1[CH:3]=[CH:4][CH:5]=[C:6]2[C:11]=1[N:10]=[CH:9][CH:8]=[CH:7]2.[CH3:12][O:13][C:14]1[CH:15]=[C:16]([S:20](Cl)(=[O:22])=[O:21])[CH:17]=[CH:18][CH:19]=1. The catalyst is CN(C1C=CN=CC=1)C. The product is [CH3:12][O:13][C:14]1[CH:15]=[C:16]([S:20]([NH:1][C:2]2[CH:3]=[CH:4][CH:5]=[C:6]3[C:11]=2[N:10]=[CH:9][CH:8]=[CH:7]3)(=[O:22])=[O:21])[CH:17]=[CH:18][CH:19]=1. The yield is 0.560. (5) The reactants are [Cl-].O[NH3+:3].[C:4](=[O:7])([O-])[OH:5].[Na+].CS(C)=O.[CH:13]1([O:18][C:19]2[CH:24]=[CH:23][C:22]([N:25]3[C:30](=[O:31])[C:29]([CH2:32][C:33]4[CH:38]=[CH:37][C:36]([C:39]5[C:40]([C:45]#[N:46])=[CH:41][CH:42]=[CH:43][CH:44]=5)=[CH:35][CH:34]=4)=[C:28]([CH2:47][CH2:48][CH3:49])[N:27]=[C:26]3[CH3:50])=[CH:21][CH:20]=2)[CH2:17][CH2:16][CH2:15][CH2:14]1. The catalyst is O.C(OCC)(=O)C. The product is [CH:13]1([O:18][C:19]2[CH:20]=[CH:21][C:22]([N:25]3[C:30](=[O:31])[C:29]([CH2:32][C:33]4[CH:34]=[CH:35][C:36]([C:39]5[CH:44]=[CH:43][CH:42]=[CH:41][C:40]=5[C:45]5[NH:3][C:4](=[O:7])[O:5][N:46]=5)=[CH:37][CH:38]=4)=[C:28]([CH2:47][CH2:48][CH3:49])[N:27]=[C:26]3[CH3:50])=[CH:23][CH:24]=2)[CH2:17][CH2:16][CH2:15][CH2:14]1. The yield is 0.660. (6) The reactants are [CH3:1][N:2]([C:6]1[CH:11]=[CH:10][C:9]2[O:12][CH2:13][O:14][C:8]=2[CH:7]=1)[C:3]([NH2:5])=[O:4].[CH:15](=O)[C:16]1[CH:21]=[CH:20][CH:19]=[CH:18][CH:17]=1.CS(O)(=O)=O.C1(C)C=CC=CC=1. The catalyst is O. The product is [CH3:1][N:2]1[C:6]2[C:11](=[CH:10][C:9]3[O:12][CH2:13][O:14][C:8]=3[CH:7]=2)[CH:15]([C:16]2[CH:21]=[CH:20][CH:19]=[CH:18][CH:17]=2)[NH:5][C:3]1=[O:4]. The yield is 0.200. (7) The reactants are C[SiH](C)[O:3][CH:4](C(C)(C)C(C)C)[C@H:5]1[N:10]2[C:11]3[CH:12]=[C:13]([C:18]([F:21])([F:20])[F:19])[CH:14]=[CH:15][C:16]=3[CH:17]=[C:9]2[C:8](=O)[NH:7][CH2:6]1.[H-].[Al+3].[Li+].[H-].[H-].[H-].C(OCC)(=O)C.O. The catalyst is C1COCC1. The product is [NH3:7].[F:21][C:18]([F:19])([F:20])[C:13]1[CH:14]=[CH:15][C:16]2[CH:17]=[C:9]3[CH2:8][NH:7][CH2:6][C@@H:5]([CH2:4][OH:3])[N:10]3[C:11]=2[CH:12]=1. The yield is 0.250. (8) The reactants are [F:1][C:2]1[C:7]([O:8][CH3:9])=[CH:6][C:5]([O:10][CH3:11])=[C:4]([F:12])[C:3]=1[N:13]1[CH2:18][C:17]2[CH:19]=[N:20][C:21]3[N:25](S(C4C=CC=CC=4)(=O)=O)[C:24]([CH:35]=[O:36])=[CH:23][C:22]=3[C:16]=2[N:15]([CH3:37])[C:14]1=[O:38].[OH-].[K+].Cl.[NH4+].[Cl-]. The catalyst is O1CCCC1.O.C(O)(C)C. The product is [F:12][C:4]1[C:5]([O:10][CH3:11])=[CH:6][C:7]([O:8][CH3:9])=[C:2]([F:1])[C:3]=1[N:13]1[CH2:18][C:17]2[CH:19]=[N:20][C:21]3[NH:25][C:24]([CH:35]=[O:36])=[CH:23][C:22]=3[C:16]=2[N:15]([CH3:37])[C:14]1=[O:38]. The yield is 0.900. (9) The reactants are [N:1]1([NH:7][C:8]([C:10]2[C:14]([CH3:15])=[C:13]([C:16]3[CH:21]=[CH:20][C:19]([OH:22])=[CH:18][CH:17]=3)[N:12]([C:23]3[CH:28]=[CH:27][C:26]([Cl:29])=[CH:25][C:24]=3[Cl:30])[N:11]=2)=[O:9])[CH2:6][CH2:5][CH2:4][CH2:3][CH2:2]1.C(N(CC)CC)C.[CH2:38]([S:42](Cl)(=[O:44])=[O:43])[CH2:39][CH2:40][CH3:41]. The catalyst is ClCCl. The product is [Cl:30][C:24]1[CH:25]=[C:26]([Cl:29])[CH:27]=[CH:28][C:23]=1[N:12]1[C:13]([C:16]2[CH:17]=[CH:18][C:19]([O:22][S:42]([CH2:38][CH2:39][CH2:40][CH3:41])(=[O:44])=[O:43])=[CH:20][CH:21]=2)=[C:14]([CH3:15])[C:10]([C:8](=[O:9])[NH:7][N:1]2[CH2:6][CH2:5][CH2:4][CH2:3][CH2:2]2)=[N:11]1. The yield is 0.450. (10) The reactants are [CH:1](=O)[CH3:2].[O:4]=[C:5]([CH:7](P(=O)(OCC)OCC)[CH2:8][CH2:9][CH2:10][CH2:11][CH3:12])[CH3:6]. No catalyst specified. The product is [CH:1](=[C:7](/[CH2:8][CH2:9][CH2:10][CH2:11][CH3:12])\[C:5](=[O:4])[CH3:6])/[CH3:2]. The yield is 0.400.